Dataset: Ames mutagenicity test results for genotoxicity prediction. Task: Regression/Classification. Given a drug SMILES string, predict its toxicity properties. Task type varies by dataset: regression for continuous values (e.g., LD50, hERG inhibition percentage) or binary classification for toxic/non-toxic outcomes (e.g., AMES mutagenicity, cardiotoxicity, hepatotoxicity). Dataset: ames. (1) The molecule is CC(=O)CC(C)C. The result is 0 (non-mutagenic). (2) The result is 1 (mutagenic). The molecule is c1ccc2c(c1)ccc1cc3ccc4ccccc4c3cc12. (3) The drug is OC1C=Cc2c(cc3c4c(cc5ccccc53)-c3ccccc3-c24)C1O. The result is 1 (mutagenic). (4) The molecule is CC(=O)OCN(CCCl)N=O. The result is 1 (mutagenic). (5) The drug is NCCNCCNCCNCCNCCN. The result is 1 (mutagenic). (6) The compound is O=C(O)C(Cl)Cl. The result is 1 (mutagenic). (7) The molecule is N#Cc1cccc2cccnc12. The result is 1 (mutagenic).